From a dataset of Forward reaction prediction with 1.9M reactions from USPTO patents (1976-2016). Predict the product of the given reaction. (1) Given the reactants [NH2:1][C@@:2]12[CH2:7][C@H:6]1[CH2:5][O:4][C:3]2=[O:8].[F:9][C:10]([F:16])([F:15])[CH2:11][C:12](O)=[O:13].OC1C2N=NNC=2C=CC=1.C(N=C=NCCCN(C)C)C, predict the reaction product. The product is: [F:9][C:10]([F:16])([F:15])[CH2:11][C:12]([NH:1][C@@:2]12[CH2:7][C@H:6]1[CH2:5][O:4][C:3]2=[O:8])=[O:13]. (2) Given the reactants C[C:2]1[C:12](=[O:13])[C:11]2[CH:10]=[CH:9][CH:8]=[CH:7][C:6]=2[C:4](=[O:5])[CH:3]=1.[NH:14]([C:20]([O:22][C:23]([CH3:26])([CH3:25])[CH3:24])=[O:21])[CH2:15][CH2:16][C:17](O)=O.C1CCCCC1, predict the reaction product. The product is: [CH3:2][C:3]1[C:4](=[O:5])[C:6]2[C:11]([C:12](=[O:13])[C:17]=1[CH2:16][CH2:15][NH:14][C:20]([O:22][C:23]([CH3:26])([CH3:25])[CH3:24])=[O:21])=[CH:10][CH:9]=[CH:8][CH:7]=2. (3) Given the reactants [F:1][C:2]1[CH:9]=[CH:8][CH:7]=[C:6]([F:10])[C:3]=1[CH:4]=O.[NH2:11][C:12]1[CH:16]=[CH:15][NH:14][N:13]=1.O=[C:18]([CH2:25][CH2:26][CH3:27])[CH2:19][C:20]([O:22][CH2:23][CH3:24])=[O:21], predict the reaction product. The product is: [F:1][C:2]1[CH:9]=[CH:8][CH:7]=[C:6]([F:10])[C:3]=1[CH:4]1[C:19]([C:20]([O:22][CH2:23][CH3:24])=[O:21])=[C:18]([CH2:25][CH2:26][CH3:27])[NH:11][C:12]2=[N:13][NH:14][CH:15]=[C:16]12.